Dataset: Forward reaction prediction with 1.9M reactions from USPTO patents (1976-2016). Task: Predict the product of the given reaction. Given the reactants [Cl:1][C:2]1[CH:7]=[CH:6][CH:5]=[CH:4][C:3]=1[C:8]1[C:9]([CH2:20][C:21]([O:23][CH3:24])=[O:22])=[C:10]([C:13]2[CH:18]=[CH:17][C:16]([OH:19])=[CH:15][CH:14]=2)[S:11][CH:12]=1.F[C:26]1[CH:31]=[CH:30][C:29]([C:32](=[O:34])[CH3:33])=[CH:28][CH:27]=1.C([O-])([O-])=O.[K+].[K+], predict the reaction product. The product is: [C:32]([C:29]1[CH:30]=[CH:31][C:26]([O:19][C:16]2[CH:17]=[CH:18][C:13]([C:10]3[S:11][CH:12]=[C:8]([C:3]4[CH:4]=[CH:5][CH:6]=[CH:7][C:2]=4[Cl:1])[C:9]=3[CH2:20][C:21]([O:23][CH3:24])=[O:22])=[CH:14][CH:15]=2)=[CH:27][CH:28]=1)(=[O:34])[CH3:33].